The task is: Regression. Given a peptide amino acid sequence and an MHC pseudo amino acid sequence, predict their binding affinity value. This is MHC class II binding data.. This data is from Peptide-MHC class II binding affinity with 134,281 pairs from IEDB. (1) The binding affinity (normalized) is 0.412. The peptide sequence is SPKGISRMSMAMGTM. The MHC is DRB1_0401 with pseudo-sequence DRB1_0401. (2) The peptide sequence is LSDISLKLTSGKIAS. The MHC is DRB1_0802 with pseudo-sequence DRB1_0802. The binding affinity (normalized) is 0.440.